From a dataset of Catalyst prediction with 721,799 reactions and 888 catalyst types from USPTO. Predict which catalyst facilitates the given reaction. (1) Reactant: [H-].[Na+].[I-].[CH3:4][S+](C)(C)=O.[O:9]=[C:10]1[CH2:27][CH2:26][C@@:25]2([CH3:28])[C:12]([CH:13]=[CH:14][C@@H:15]3[C@@H:24]2[CH2:23][CH2:22][C@@:20]2([CH3:21])[C@H:16]3[CH2:17][CH2:18][C@@H:19]2[C:29]([NH:31][C:32]2[CH:37]=[CH:36][CH:35]=[CH:34][C:33]=2C(F)(F)F)=[O:30])=[CH:11]1. Product: [CH3:28][C@:25]12[CH2:26][CH2:27][C:10](=[O:9])[CH:11]=[C:12]1[C@H:13]1[CH2:4][C@H:14]1[CH:15]1[CH:24]2[CH2:23][CH2:22][C@:20]2([CH3:21])[C@@H:19]([C:29]([NH:31][C:32]3[CH:33]=[CH:34][CH:35]=[CH:36][CH:37]=3)=[O:30])[CH2:18][CH2:17][CH:16]21. The catalyst class is: 16. (2) Reactant: [Cl:1][C:2]1[CH:10]=[CH:9][C:5]([CH2:6][CH2:7][NH2:8])=[CH:4][CH:3]=1.N1C=CC=CC=1.[F:17][C:18]([F:29])([F:28])[C:19](O[C:19](=[O:20])[C:18]([F:29])([F:28])[F:17])=[O:20]. Product: [F:17][C:18]([F:29])([F:28])[C:19]([NH:8][CH2:7][CH2:6][C:5]1[CH:9]=[CH:10][C:2]([Cl:1])=[CH:3][CH:4]=1)=[O:20]. The catalyst class is: 317. (3) Reactant: [N:1]1([CH:7]=[CH:8][C:9]([O:11][CH3:12])=[O:10])[CH2:6][CH2:5][CH2:4][CH2:3][CH2:2]1.C(N(CC)CC)C.[F:20][CH:21]([F:25])[C:22](Cl)=[O:23]. Product: [F:20][CH:21]([F:25])[C:22](=[O:23])[C:8](=[CH:7][N:1]1[CH2:6][CH2:5][CH2:4][CH2:3][CH2:2]1)[C:9]([O:11][CH3:12])=[O:10]. The catalyst class is: 11. (4) Reactant: [Cl:1][C:2]1[CH:7]=[CH:6][CH:5]=[CH:4][C:3]=1[C:8](=[O:19])[C:9](=[CH:15][N:16]([CH3:18])C)[C:10]([O:12][CH2:13][CH3:14])=[O:11].[Cl:20][C:21]1[CH:22]=C([CH:25]=[CH:26][C:27]=1[F:28])N. Product: [Cl:1][C:2]1[CH:7]=[CH:6][CH:5]=[CH:4][C:3]=1[C:8](=[O:19])[C:9](=[CH:15][NH:16][C:18]1[CH:25]=[CH:26][C:27]([F:28])=[C:21]([Cl:20])[CH:22]=1)[C:10]([O:12][CH2:13][CH3:14])=[O:11]. The catalyst class is: 14. (5) Reactant: CO[C:3]([C:5]1[C:14]([OH:15])=[C:13]2[C:8]([CH:9]=[CH:10][C:11](=[O:23])[N:12]2[CH2:16][C:17]2[CH:22]=[CH:21][CH:20]=[CH:19][CH:18]=2)=[C:7]([C:24]2[CH:25]=[N:26][CH:27]=[C:28]([F:30])[CH:29]=2)[N:6]=1)=[O:4].[NH2:31][CH2:32][C:33]([OH:35])=[O:34].C[O-].[Na+]. Product: [CH2:16]([N:12]1[C:13]2[C:8](=[C:7]([C:24]3[CH:25]=[N:26][CH:27]=[C:28]([F:30])[CH:29]=3)[N:6]=[C:5]([C:3]([NH:31][CH2:32][C:33]([OH:35])=[O:34])=[O:4])[C:14]=2[OH:15])[CH:9]=[CH:10][C:11]1=[O:23])[C:17]1[CH:22]=[CH:21][CH:20]=[CH:19][CH:18]=1. The catalyst class is: 250. (6) Reactant: Br[C:2]1[CH:7]=[CH:6][C:5]([CH:8]([N:10]2[CH2:24][CH2:23][C:13]3([O:18][CH2:17][C:16](=[O:19])[N:15]([CH:20]4[CH2:22][CH2:21]4)[CH2:14]3)[CH2:12][CH2:11]2)[CH3:9])=[C:4]([F:25])[CH:3]=1.[N:26]1[C:35]2[C:30](=[CH:31][CH:32]=[C:33](B(O)O)[CH:34]=2)[CH:29]=[CH:28][CH:27]=1.C(=O)([O-])[O-].[K+].[K+]. Product: [CH:20]1([N:15]2[CH2:14][C:13]3([CH2:23][CH2:24][N:10]([CH:8]([C:5]4[CH:6]=[CH:7][C:2]([C:33]5[CH:34]=[C:35]6[C:30]([CH:29]=[CH:28][CH:27]=[N:26]6)=[CH:31][CH:32]=5)=[CH:3][C:4]=4[F:25])[CH3:9])[CH2:11][CH2:12]3)[O:18][CH2:17][C:16]2=[O:19])[CH2:22][CH2:21]1. The catalyst class is: 368.